Dataset: Reaction yield outcomes from USPTO patents with 853,638 reactions. Task: Predict the reaction yield, written as a fraction of the theoretical maximum amount of product (1.0 means a 100% yield; for example, 0.34 means a 34% yield). (1) The reactants are [F:1][CH:2]([F:8])[C:3]([O:5]CC)=O.[CH3:9][C:10]([C:12]1[CH:17]=[CH:16][C:15]([C:18]([F:21])([F:20])[F:19])=[CH:14][CH:13]=1)=[O:11]. No catalyst specified. The product is [F:8][CH:2]([F:1])[C:3](=[O:5])[CH2:9][C:10]([C:12]1[CH:17]=[CH:16][C:15]([C:18]([F:19])([F:20])[F:21])=[CH:14][CH:13]=1)=[O:11]. The yield is 1.01. (2) The reactants are [O:1]1[C:5]2[CH:6]=[CH:7][C:8]([CH2:10][O:11][C:12]3[CH:20]=[CH:19][CH:18]=[C:14]([C:15]([OH:17])=O)[C:13]=3[C:21]([OH:23])=O)=[CH:9][C:4]=2[O:3][CH2:2]1.Cl.[NH2:25][CH:26]1[CH2:32][CH2:31][C:30](=[O:33])[NH:29][C:27]1=[O:28]. The catalyst is N1C=CC=CC=1. The product is [O:1]1[C:5]2[CH:6]=[CH:7][C:8]([CH2:10][O:11][C:12]3[CH:20]=[CH:19][CH:18]=[C:14]4[C:13]=3[C:21](=[O:23])[N:25]([CH:26]3[CH2:32][CH2:31][C:30](=[O:33])[NH:29][C:27]3=[O:28])[C:15]4=[O:17])=[CH:9][C:4]=2[O:3][CH2:2]1. The yield is 0.290. (3) The reactants are [OH:1][C:2]1[CH:7]=[C:6]([CH3:8])[N:5]([C:9]2[CH:10]=[C:11]([CH:16]=[CH:17][C:18]=2[CH3:19])[C:12]([O:14][CH3:15])=[O:13])[C:4](=[O:20])[CH:3]=1.[F:21][C:22]1[CH:29]=[C:28]([F:30])[CH:27]=[CH:26][C:23]=1[CH2:24]Br.C([O-])([O-])=O.[K+].[K+].C([O-])(O)=O.[Na+]. The catalyst is CN(C)C=O. The product is [F:21][C:22]1[CH:29]=[C:28]([F:30])[CH:27]=[CH:26][C:23]=1[CH2:24][O:1][C:2]1[CH:7]=[C:6]([CH3:8])[N:5]([C:9]2[CH:10]=[C:11]([CH:16]=[CH:17][C:18]=2[CH3:19])[C:12]([O:14][CH3:15])=[O:13])[C:4](=[O:20])[CH:3]=1. The yield is 1.00. (4) The reactants are Br[C:2]1[CH:3]=[C:4]2[C:10]([C:11]3[CH:12]=[N:13][N:14]([CH2:16][C:17]4[CH:22]=[C:21]([F:23])[CH:20]=[C:19]([F:24])[CH:18]=4)[CH:15]=3)=[CH:9][N:8]([S:25]([C:28]3[CH:34]=[CH:33][C:31]([CH3:32])=[CH:30][CH:29]=3)(=[O:27])=[O:26])[C:5]2=[N:6][CH:7]=1.FC1C=C(C=C(F)C=1)CN1C=C(C2C3C(=NC=C(C4C=CC(OC)=C(NS(C)(=O)=O)C=4)C=3)NC=2)C=N1.[F:71][C:72]1[CH:77]=[C:76](B2OC(C)(C)C(C)(C)O2)[CH:75]=[CH:74][C:73]=1[C:87]1[CH2:92][CH2:91][N:90]([C:93]([O:95][C:96]([CH3:99])([CH3:98])[CH3:97])=[O:94])[CH2:89][CH:88]=1.P([O-])([O-])([O-])=O.[K+].[K+].[K+].C1(P(C2CCCCC2)C2CCCCC2)CCCCC1. The catalyst is O1CCOCC1.O.C1C=CC(/C=C/C(/C=C/C2C=CC=CC=2)=O)=CC=1.C1C=CC(/C=C/C(/C=C/C2C=CC=CC=2)=O)=CC=1.C1C=CC(/C=C/C(/C=C/C2C=CC=CC=2)=O)=CC=1.[Pd].[Pd]. The product is [F:24][C:19]1[CH:18]=[C:17]([CH:22]=[C:21]([F:23])[CH:20]=1)[CH2:16][N:14]1[CH:15]=[C:11]([C:10]2[C:4]3[C:5](=[N:6][CH:7]=[C:2]([C:76]4[CH:75]=[CH:74][C:73]([C:87]5[CH2:92][CH2:91][N:90]([C:93]([O:95][C:96]([CH3:98])([CH3:97])[CH3:99])=[O:94])[CH2:89][CH:88]=5)=[C:72]([F:71])[CH:77]=4)[CH:3]=3)[N:8]([S:25]([C:28]3[CH:29]=[CH:30][C:31]([CH3:32])=[CH:33][CH:34]=3)(=[O:26])=[O:27])[CH:9]=2)[CH:12]=[N:13]1. The yield is 0.383. (5) The product is [CH3:42][O:41][C:39]([C@@:34]1([NH:33][C:10]([C@@H:9]2[CH2:13][C@@H:14]([O:16][C:17]3[CH:22]=[CH:21][N:20]=[C:19]4[CH:29]=[CH:30][SH:31]([C:63]5[CH:62]=[CH:67][CH:66]=[CH:65][N:64]=5)[C:18]=34)[CH2:15][N:8]2[C:6]([O:5][C:1]([CH3:3])([CH3:2])[CH3:4])=[O:7])=[O:12])[CH2:36][C@H:35]1[CH:37]=[CH2:38])=[O:40]. The reactants are [C:1]([O:5][C:6]([N:8]1[CH2:15][C@H:14]([O:16][C:17]2[CH:22]=[C:21](C3C=CC=CN=3)[N:20]=[C:19]3[CH:29]=[CH:30][S:31][C:18]=23)[CH2:13][C@H:9]1[C:10]([OH:12])=O)=[O:7])([CH3:4])([CH3:3])[CH3:2].Cl.[NH2:33][C@:34]1([C:39]([O:41][CH3:42])=[O:40])[CH2:36][C@H:35]1[CH:37]=[CH2:38].C(N(C(C)C)CC)(C)C.F[P-](F)(F)(F)(F)F.N1(OC(N(C)C)=[N+](C)C)[C:63]2[N:64]=[CH:65][CH:66]=[CH:67][C:62]=2N=N1. The yield is 0.800. The catalyst is ClCCl. (6) The reactants are [Br:1][C:2]1[N:7]=[CH:6][C:5]([CH:8]([OH:12])[CH2:9][O:10][CH3:11])=[CH:4][CH:3]=1.[O:13]1[CH:18]=[CH:17][CH2:16][CH2:15][CH2:14]1.C(=O)([O-])O.[Na+]. The catalyst is O.C1(C)C=CC(S(O)(=O)=O)=CC=1.O1CCCC1. The product is [Br:1][C:2]1[CH:3]=[CH:4][C:5]([CH:8]([O:12][CH:14]2[CH2:15][CH2:16][CH2:17][CH2:18][O:13]2)[CH2:9][O:10][CH3:11])=[CH:6][N:7]=1. The yield is 0.940. (7) The reactants are [C:1](Cl)(Cl)=[O:2].[NH2:5][C:6]1[CH:15]=[C:14]2[C:9]([C:10]([CH3:17])=[CH:11][C:12](=[O:16])[O:13]2)=[CH:8][CH:7]=1. The catalyst is C1(C)C=CC=CC=1.O1CCOCC1. The product is [N:5]([C:6]1[CH:15]=[C:14]2[C:9]([C:10]([CH3:17])=[CH:11][C:12](=[O:16])[O:13]2)=[CH:8][CH:7]=1)=[C:1]=[O:2]. The yield is 0.250.